Dataset: Catalyst prediction with 721,799 reactions and 888 catalyst types from USPTO. Task: Predict which catalyst facilitates the given reaction. (1) Reactant: [CH3:1][O:2][C:3]1[C:4]([CH:26]=[C:27]([CH3:29])[CH3:28])=[CH:5][C:6]2[C:12]3[N:13]([C:21]4[S:22][CH:23]=[CH:24][N:25]=4)[N:14]=[C:15]([C:16]([O:18]CC)=[O:17])[C:11]=3[CH2:10][O:9][C:7]=2[CH:8]=1.C1COCC1.O.O[Li].O. Product: [CH3:1][O:2][C:3]1[C:4]([CH:26]=[C:27]([CH3:29])[CH3:28])=[CH:5][C:6]2[C:12]3[N:13]([C:21]4[S:22][CH:23]=[CH:24][N:25]=4)[N:14]=[C:15]([C:16]([OH:18])=[O:17])[C:11]=3[CH2:10][O:9][C:7]=2[CH:8]=1. The catalyst class is: 5. (2) Reactant: [H-].[Na+].[O:3]1[C:7]2[CH:8]=[CH:9][C:10]([C:12]3[CH:17]=[CH:16][N:15]=[C:14]([NH:18][CH2:19][CH2:20][CH2:21][O:22][C:23]4[CH:24]=[C:25]5[C:29](=[CH:30][CH:31]=4)[C@H:28]([CH2:32][C:33]([O:35][CH2:36][CH3:37])=[O:34])[CH2:27][CH2:26]5)[N:13]=3)=[CH:11][C:6]=2[O:5][CH2:4]1.I[CH3:39].[Cl-].[NH4+]. Product: [O:3]1[C:7]2[CH:8]=[CH:9][C:10]([C:12]3[CH:17]=[CH:16][N:15]=[C:14]([N:18]([CH3:39])[CH2:19][CH2:20][CH2:21][O:22][C:23]4[CH:24]=[C:25]5[C:29](=[CH:30][CH:31]=4)[C@H:28]([CH2:32][C:33]([O:35][CH2:36][CH3:37])=[O:34])[CH2:27][CH2:26]5)[N:13]=3)=[CH:11][C:6]=2[O:5][CH2:4]1. The catalyst class is: 3. (3) Reactant: [C:1]([C:4]1[CH:13]=[C:12]2[C:7]([CH2:8][CH:9]([CH2:20][CH:21]([CH3:23])[CH3:22])[N:10](C(=O)C(F)(F)F)[CH2:11]2)=[CH:6][CH:5]=1)(=[O:3])[CH3:2].Cl.C(=O)(O)[O-].[Na+]. Product: [C:1]([C:4]1[CH:13]=[C:12]2[C:7]([CH2:8][CH:9]([CH2:20][CH:21]([CH3:23])[CH3:22])[NH:10][CH2:11]2)=[CH:6][CH:5]=1)(=[O:3])[CH3:2]. The catalyst class is: 51. (4) Reactant: [CH3:1][Si:2]([CH3:22])([CH3:21])[CH2:3][CH2:4][O:5][CH2:6][N:7]1[C:15]2[CH:14]=[C:13]([C:16]3[N:17]=[CH:18][NH:19][CH:20]=3)[N:12]=[CH:11][C:10]=2[N:9]=[N:8]1.Br[CH2:24][CH:25]1[CH2:27][CH2:26]1.C([O-])([O-])=O.[K+].[K+]. Product: [CH:25]1([CH2:24][N:19]2[CH:20]=[C:16]([C:13]3[N:12]=[CH:11][C:10]4[N:9]=[N:8][N:7]([CH2:6][O:5][CH2:4][CH2:3][Si:2]([CH3:22])([CH3:21])[CH3:1])[C:15]=4[CH:14]=3)[N:17]=[CH:18]2)[CH2:27][CH2:26]1. The catalyst class is: 3. (5) Reactant: C(=O)([O-])[O-].[Cs+].[Cs+].C[C:8]1([CH3:48])[C:34]2[C:29](=[C:30](P(C3C=CC=CC=3)C3C=CC=CC=3)[CH:31]=[CH:32][CH:33]=2)OC2C(P(C3C=CC=CC=3)C3C=CC=CC=3)=[CH:12][CH:13]=[CH:14][C:9]1=2.[CH3:49][C:50]1([CH3:83])[C:63]2[CH:62]=[C:61]([C:64]3[CH:65]=[CH:66][C:67]4[N:68]([C:77]5[CH:82]=[CH:81][CH:80]=[CH:79][CH:78]=5)[C:69]5[C:74]([C:75]=4[CH:76]=3)=[CH:73][CH:72]=[CH:71][CH:70]=5)[CH:60]=[CH:59][C:58]=2[NH:57][C:56]2[C:51]1=[CH:52][CH:53]=[CH:54][CH:55]=2.BrC1C=CC(C2C=CC=CC=2)=CC=1. Product: [C:34]1([C:8]2[CH:9]=[CH:14][CH:13]=[CH:12][CH:48]=2)[CH:33]=[CH:32][C:31]([N:57]2[C:56]3[C:51](=[CH:52][CH:53]=[CH:54][CH:55]=3)[C:50]([CH3:83])([CH3:49])[C:63]3[CH:62]=[C:61]([C:64]4[CH:65]=[CH:66][C:67]5[N:68]([C:77]6[CH:82]=[CH:81][CH:80]=[CH:79][CH:78]=6)[C:69]6[C:74]([C:75]=5[CH:76]=4)=[CH:73][CH:72]=[CH:71][CH:70]=6)[CH:60]=[CH:59][C:58]2=3)=[CH:30][CH:29]=1. The catalyst class is: 164. (6) Reactant: [S:1]1[CH2:7][C:5](=[O:6])[NH:4][C:2]1=[S:3].[F:8][C:9]1[CH:16]=[C:13]([CH:14]=O)[C:12]([OH:17])=[CH:11][CH:10]=1.C([O-])(=O)C.[NH4+]. Product: [F:8][C:9]1[CH:10]=[CH:11][C:12]([OH:17])=[C:13](/[CH:14]=[C:7]2/[C:5](=[O:6])[NH:4][C:2](=[S:3])[S:1]/2)[CH:16]=1. The catalyst class is: 15. (7) Reactant: [Cl:1][C:2]1[CH:7]=[CH:6][C:5]([C:8]2[NH:9][CH:10]=[CH:11][C:12]=2[CH3:13])=[CH:4][CH:3]=1.[H-].[Na+].[CH2:16](I)[CH3:17]. Product: [Cl:1][C:2]1[CH:3]=[CH:4][C:5]([C:8]2[N:9]([CH2:16][CH3:17])[CH:10]=[CH:11][C:12]=2[CH3:13])=[CH:6][CH:7]=1. The catalyst class is: 3. (8) The catalyst class is: 28. Product: [CH:22]([Si:21]([CH:28]([CH3:30])[CH3:29])([CH:25]([CH3:27])[CH3:26])[O:3][C:1]([C:4]1[O:5][CH:6]=[CH:7][CH:8]=1)=[CH2:2])([CH3:24])[CH3:23]. Reactant: [C:1]([C:4]1[O:5][CH:6]=[CH:7][CH:8]=1)(=[O:3])[CH3:2].C(Cl)Cl.CCN(C(C)C)C(C)C.[Si:21](OS(C(F)(F)F)(=O)=O)([CH:28]([CH3:30])[CH3:29])([CH:25]([CH3:27])[CH3:26])[CH:22]([CH3:24])[CH3:23]. (9) Reactant: [Cl:1][C:2]1[C:3]([NH:15][C:16]([C:18]2[C:27]3[C:22](=[CH:23][CH:24]=[CH:25][CH:26]=3)[CH:21]=[CH:20][N:19]=2)=[O:17])=[CH:4][C:5]([F:14])=[C:6]([CH2:8][C:9]([O:11]CC)=[O:10])[CH:7]=1.[OH-].[Na+].Cl. Product: [Cl:1][C:2]1[C:3]([NH:15][C:16]([C:18]2[C:27]3[C:22](=[CH:23][CH:24]=[CH:25][CH:26]=3)[CH:21]=[CH:20][N:19]=2)=[O:17])=[CH:4][C:5]([F:14])=[C:6]([CH2:8][C:9]([OH:11])=[O:10])[CH:7]=1. The catalyst class is: 1. (10) Reactant: C1C(=O)N([Br:8])C(=O)C1.[CH3:9][O:10][C:11]1[C:16]2=[CH:17][N:18]=[C:19]([CH:20]3[CH2:23][C:22](=[O:24])[CH2:21]3)[N:15]2[N:14]=[CH:13][N:12]=1. Product: [Br:8][C:17]1[N:18]=[C:19]([CH:20]2[CH2:23][C:22](=[O:24])[CH2:21]2)[N:15]2[C:16]=1[C:11]([O:10][CH3:9])=[N:12][CH:13]=[N:14]2. The catalyst class is: 3.